Dataset: NCI-60 drug combinations with 297,098 pairs across 59 cell lines. Task: Regression. Given two drug SMILES strings and cell line genomic features, predict the synergy score measuring deviation from expected non-interaction effect. (1) Drug 1: CNC(=O)C1=CC=CC=C1SC2=CC3=C(C=C2)C(=NN3)C=CC4=CC=CC=N4. Drug 2: C1=NC2=C(N=C(N=C2N1C3C(C(C(O3)CO)O)O)F)N. Cell line: HOP-62. Synergy scores: CSS=10.7, Synergy_ZIP=-5.40, Synergy_Bliss=-4.83, Synergy_Loewe=-6.72, Synergy_HSA=-7.31. (2) Drug 1: CCN(CC)CCNC(=O)C1=C(NC(=C1C)C=C2C3=C(C=CC(=C3)F)NC2=O)C. Drug 2: CCC1(CC2CC(C3=C(CCN(C2)C1)C4=CC=CC=C4N3)(C5=C(C=C6C(=C5)C78CCN9C7C(C=CC9)(C(C(C8N6C)(C(=O)OC)O)OC(=O)C)CC)OC)C(=O)OC)O.OS(=O)(=O)O. Cell line: CAKI-1. Synergy scores: CSS=2.78, Synergy_ZIP=-4.24, Synergy_Bliss=-4.22, Synergy_Loewe=-5.64, Synergy_HSA=-5.59. (3) Drug 1: CCCCCOC(=O)NC1=NC(=O)N(C=C1F)C2C(C(C(O2)C)O)O. Drug 2: C1CC(=O)NC(=O)C1N2C(=O)C3=CC=CC=C3C2=O. Cell line: BT-549. Synergy scores: CSS=4.88, Synergy_ZIP=-0.712, Synergy_Bliss=-3.80, Synergy_Loewe=-1.33, Synergy_HSA=-4.56. (4) Drug 1: COC1=CC(=CC(=C1O)OC)C2C3C(COC3=O)C(C4=CC5=C(C=C24)OCO5)OC6C(C(C7C(O6)COC(O7)C8=CC=CS8)O)O. Drug 2: CC(C)CN1C=NC2=C1C3=CC=CC=C3N=C2N. Cell line: SK-MEL-5. Synergy scores: CSS=22.6, Synergy_ZIP=-9.00, Synergy_Bliss=1.45, Synergy_Loewe=-14.3, Synergy_HSA=-0.761. (5) Drug 1: CC1CCC2CC(C(=CC=CC=CC(CC(C(=O)C(C(C(=CC(C(=O)CC(OC(=O)C3CCCCN3C(=O)C(=O)C1(O2)O)C(C)CC4CCC(C(C4)OC)OCCO)C)C)O)OC)C)C)C)OC. Drug 2: COCCOC1=C(C=C2C(=C1)C(=NC=N2)NC3=CC=CC(=C3)C#C)OCCOC.Cl. Cell line: KM12. Synergy scores: CSS=5.39, Synergy_ZIP=-1.38, Synergy_Bliss=2.40, Synergy_Loewe=1.57, Synergy_HSA=2.31. (6) Drug 1: CCN(CC)CCNC(=O)C1=C(NC(=C1C)C=C2C3=C(C=CC(=C3)F)NC2=O)C. Drug 2: CC(C)NC(=O)C1=CC=C(C=C1)CNNC.Cl. Cell line: DU-145. Synergy scores: CSS=-3.74, Synergy_ZIP=1.04, Synergy_Bliss=-3.97, Synergy_Loewe=-9.59, Synergy_HSA=-7.61. (7) Drug 2: N.N.Cl[Pt+2]Cl. Cell line: A549. Synergy scores: CSS=55.2, Synergy_ZIP=3.10, Synergy_Bliss=2.83, Synergy_Loewe=-2.88, Synergy_HSA=6.17. Drug 1: CCC1(C2=C(COC1=O)C(=O)N3CC4=CC5=C(C=CC(=C5CN(C)C)O)N=C4C3=C2)O.Cl. (8) Drug 1: CCC1(CC2CC(C3=C(CCN(C2)C1)C4=CC=CC=C4N3)(C5=C(C=C6C(=C5)C78CCN9C7C(C=CC9)(C(C(C8N6C)(C(=O)OC)O)OC(=O)C)CC)OC)C(=O)OC)O.OS(=O)(=O)O. Drug 2: C1=NC2=C(N=C(N=C2N1C3C(C(C(O3)CO)O)F)Cl)N. Cell line: BT-549. Synergy scores: CSS=2.02, Synergy_ZIP=2.84, Synergy_Bliss=7.67, Synergy_Loewe=-1.49, Synergy_HSA=0.357.